Dataset: Forward reaction prediction with 1.9M reactions from USPTO patents (1976-2016). Task: Predict the product of the given reaction. Given the reactants [Br:1][C:2]1[C:3]([O:21][CH3:22])=[C:4]([C:10]([CH2:13][S:14][C:15]2[CH:20]=[CH:19][CH:18]=[CH:17][CH:16]=2)=[CH:11][CH:12]=1)[C:5]([O:7][CH2:8]C)=[O:6].BrC1C(OC)=C(C(CBr)=CC=1)C(OC)=O.[Cl:38]C1C=C(S)C=CC=1, predict the reaction product. The product is: [Br:1][C:2]1[C:3]([O:21][CH3:22])=[C:4]([C:10]([CH2:13][S:14][C:15]2[CH:20]=[CH:19][CH:18]=[C:17]([Cl:38])[CH:16]=2)=[CH:11][CH:12]=1)[C:5]([O:7][CH3:8])=[O:6].